From a dataset of Forward reaction prediction with 1.9M reactions from USPTO patents (1976-2016). Predict the product of the given reaction. Given the reactants C(OC)(=O)CC(C)=O.Cl.C(NN)(C)C.[CH:15]1([C:18]2[N:22]([CH:23]([CH3:25])[CH3:24])[N:21]=[CH:20][C:19]=2[CH:26]=[O:27])CC1, predict the reaction product. The product is: [CH:23]([N:22]1[C:18]([CH3:15])=[C:19]([CH:26]=[O:27])[CH:20]=[N:21]1)([CH3:25])[CH3:24].